The task is: Predict the product of the given reaction.. This data is from Forward reaction prediction with 1.9M reactions from USPTO patents (1976-2016). (1) Given the reactants [NH2:1][C:2]1[S:3][C:4]2[N:5]=[C:6]([N:11]([CH3:31])[C:12]3[CH:13]=[C:14]([NH:18][C:19](=[O:30])[C:20]4[CH:25]=[CH:24][CH:23]=[C:22]([C:26]([F:29])([F:28])[F:27])[CH:21]=4)[CH:15]=[CH:16][CH:17]=3)[N:7]=[CH:8][C:9]=2[N:10]=1.[CH:32]1([C:35](Cl)=[O:36])CC1.CO.[OH-].[Na+], predict the reaction product. The product is: [C:35]([NH:1][C:2]1[S:3][C:4]2[N:5]=[C:6]([N:11]([CH3:31])[C:12]3[CH:13]=[C:14]([NH:18][C:19](=[O:30])[C:20]4[CH:25]=[CH:24][CH:23]=[C:22]([C:26]([F:28])([F:29])[F:27])[CH:21]=4)[CH:15]=[CH:16][CH:17]=3)[N:7]=[CH:8][C:9]=2[N:10]=1)(=[O:36])[CH3:32]. (2) Given the reactants [CH3:1][O:2][C:3]1[CH:22]=[CH:21][C:6]([CH2:7][C@@H:8]2[C:12]3=[N:13][C:14]4[CH:19]=[CH:18][CH:17]=[CH:16][C:15]=4[N:11]3[C:10](=[O:20])[NH:9]2)=[CH:5][CH:4]=1.[CH2:23]([N:25]1[CH:29]=[CH:28][C:27]([CH:30]([NH2:32])[CH3:31])=[N:26]1)[CH3:24].C(O)(C(F)(F)F)=O, predict the reaction product. The product is: [NH:11]1[C:15]2[CH:16]=[CH:17][CH:18]=[CH:19][C:14]=2[N:13]=[C:12]1[C@H:8]([NH:9][C:10]([NH:32][CH:30]([C:27]1[CH:28]=[CH:29][N:25]([CH2:23][CH3:24])[N:26]=1)[CH3:31])=[O:20])[CH2:7][C:6]1[CH:5]=[CH:4][C:3]([O:2][CH3:1])=[CH:22][CH:21]=1. (3) Given the reactants [OH:1][CH:2]1[C:11]2[C:6](=[CH:7][N:8]=[CH:9][CH:10]=2)[O:5][CH:4]([C:12]2[CH:13]=[C:14]([CH:19]=[CH:20][CH:21]=2)[C:15]([O:17][CH3:18])=[O:16])[CH2:3]1.CC(C)=O.OS(O)(=O)=O.O=[Cr](=O)=O, predict the reaction product. The product is: [O:1]=[C:2]1[C:11]2[C:6](=[CH:7][N:8]=[CH:9][CH:10]=2)[O:5][CH:4]([C:12]2[CH:13]=[C:14]([CH:19]=[CH:20][CH:21]=2)[C:15]([O:17][CH3:18])=[O:16])[CH2:3]1. (4) Given the reactants [CH2:1]([S:8](Cl)(=[O:10])=[O:9])[C:2]1[CH:7]=[CH:6][CH:5]=[CH:4][CH:3]=1.[NH2:12][C:13]1[CH:14]=[C:15]([CH:25]=[CH:26][C:27]=1[O:28][CH3:29])[C:16]([NH:18][C:19]1[CH:24]=[CH:23][CH:22]=[CH:21][CH:20]=1)=[O:17], predict the reaction product. The product is: [C:2]1([CH2:1][S:8]([NH:12][C:13]2[CH:14]=[C:15]([CH:25]=[CH:26][C:27]=2[O:28][CH3:29])[C:16]([NH:18][C:19]2[CH:24]=[CH:23][CH:22]=[CH:21][CH:20]=2)=[O:17])(=[O:10])=[O:9])[CH:7]=[CH:6][CH:5]=[CH:4][CH:3]=1. (5) Given the reactants [CH3:1][O:2][CH2:3][CH2:4][O:5][C:6]1[CH:7]=[C:8]2[C:12](=[C:13]([N:15]([CH3:24])[S:16]([C:19]3[S:20][CH:21]=[CH:22][CH:23]=3)(=[O:18])=[O:17])[CH:14]=1)[NH:11][C:10]([C:25]([NH2:27])=O)=[CH:9]2.COC1C=CC(P2(SP(C3C=CC(OC)=CC=3)(=S)S2)=[S:37])=CC=1.[C:50]([O:55][CH2:56][CH3:57])(=[O:54])[C:51]#[C:52][CH3:53].C(P(CCCC)CCCC)CCC, predict the reaction product. The product is: [CH2:56]([O:55][C:50](=[O:54])[CH2:51][CH:52]1[S:37][C:25]([C:10]2[NH:11][C:12]3[C:8]([CH:9]=2)=[CH:7][C:6]([O:5][CH2:4][CH2:3][O:2][CH3:1])=[CH:14][C:13]=3[N:15]([CH3:24])[S:16]([C:19]2[S:20][CH:21]=[CH:22][CH:23]=2)(=[O:18])=[O:17])=[N:27][CH2:53]1)[CH3:57]. (6) Given the reactants [NH2:1][C@H:2]1[CH2:6][CH2:5][N:4]([C:7]2[CH:16]=[CH:15][C:14]3[C:13]([C:17]([NH:19][CH2:20][CH2:21][C:22]4[CH:27]=[CH:26][CH:25]=[CH:24][C:23]=4[Cl:28])=[O:18])=[C:12]([Cl:29])[CH:11]=[CH:10][C:9]=3[N:8]=2)[CH2:3]1.[Si:30]([O:37][CH2:38][CH:39]=O)([C:33]([CH3:36])([CH3:35])[CH3:34])([CH3:32])[CH3:31], predict the reaction product. The product is: [Cl:29][C:12]1[CH:11]=[CH:10][C:9]2[N:8]=[C:7]([N:4]3[CH2:5][CH2:6][C@H:2]([NH:1][CH2:39][CH2:38][O:37][Si:30]([C:33]([CH3:36])([CH3:35])[CH3:34])([CH3:32])[CH3:31])[CH2:3]3)[CH:16]=[CH:15][C:14]=2[C:13]=1[C:17]([NH:19][CH2:20][CH2:21][C:22]1[CH:27]=[CH:26][CH:25]=[CH:24][C:23]=1[Cl:28])=[O:18]. (7) Given the reactants [CH3:1][C:2]1[C:3]([NH2:9])=[N:4][C:5]([CH3:8])=[CH:6][N:7]=1.[Cl:10][CH2:11][C:12](=O)[CH2:13]Cl, predict the reaction product. The product is: [Cl:10][CH2:11][C:12]1[N:9]=[C:3]2[C:2]([CH3:1])=[N:7][CH:6]=[C:5]([CH3:8])[N:4]2[CH:13]=1. (8) Given the reactants [NH:1]1[CH2:8][CH2:7][CH2:6][C@H:2]1[C:3]([OH:5])=[O:4].S(Cl)(Cl)=O.[CH3:13]O, predict the reaction product. The product is: [CH3:13][O:4][C:3](=[O:5])[C@@H:2]1[CH2:6][CH2:7][CH2:8][NH:1]1. (9) Given the reactants [N+:1]([CH:4]=[CH:5][C:6]1[CH:11]=[CH:10][C:9]([C:12]([F:15])([F:14])[F:13])=[CH:8][CH:7]=1)([O-])=O.[H-].[H-].[H-].[H-].[Li+].[Al+3], predict the reaction product. The product is: [F:13][C:12]([F:14])([F:15])[C:9]1[CH:8]=[CH:7][C:6]([CH2:5][CH2:4][NH2:1])=[CH:11][CH:10]=1. (10) Given the reactants [C:1]([C:5]1[O:9][N:8]=[C:7]([NH:10][C:11]([NH:13][C:14]2[CH:19]=[CH:18][CH:17]=[C:16]([SH:20])[CH:15]=2)=[O:12])[CH:6]=1)([CH3:4])([CH3:3])[CH3:2].Cl[C:22]1[C:31]2[C:26](=[CH:27][C:28]([O:37][CH3:38])=[C:29]([O:32][CH2:33][CH2:34][CH2:35][Cl:36])[CH:30]=2)[N:25]=[CH:24][N:23]=1, predict the reaction product. The product is: [C:1]([C:5]1[O:9][N:8]=[C:7]([NH:10][C:11]([NH:13][C:14]2[CH:19]=[CH:18][CH:17]=[C:16]([S:20][C:22]3[C:31]4[C:26](=[CH:27][C:28]([O:37][CH3:38])=[C:29]([O:32][CH2:33][CH2:34][CH2:35][Cl:36])[CH:30]=4)[N:25]=[CH:24][N:23]=3)[CH:15]=2)=[O:12])[CH:6]=1)([CH3:4])([CH3:2])[CH3:3].